Dataset: hERG Central: cardiac toxicity at 1µM, 10µM, and general inhibition. Task: Predict hERG channel inhibition at various concentrations. (1) The molecule is C=CCn1c(SCC(=O)Nc2c(C)n(C)n(-c3ccccc3)c2=O)nc2scc(-c3ccccc3)c2c1=O. Results: hERG_inhib (hERG inhibition (general)): blocker. (2) The compound is Nc1c2c(nc3ccn(-c4ccccc4)c(=O)c13)CCCCC2. Results: hERG_inhib (hERG inhibition (general)): blocker. (3) The molecule is COc1ccc(-c2cc(C(=O)NCCCN3CCCC3=O)c3ccccc3n2)cc1OC. Results: hERG_inhib (hERG inhibition (general)): blocker. (4) The compound is CCOCCCNCC(=O)Nc1ccc(OC(F)(F)F)cc1.Cl. Results: hERG_inhib (hERG inhibition (general)): blocker. (5) The molecule is CCCc1ccc(S(=O)(=O)N2CCN(C(C)C(=O)NCc3ccc(OC)cc3)CC2)cc1. Results: hERG_inhib (hERG inhibition (general)): blocker. (6) The compound is O=C(CCNC(=O)c1ccc([N+](=O)[O-])cc1)Nc1cccc(S(=O)(=O)N2CCCCCC2)c1. Results: hERG_inhib (hERG inhibition (general)): blocker. (7) Results: hERG_inhib (hERG inhibition (general)): blocker. The compound is CCOC(=O)c1ccc2c(c1)n(CC)c(/C=C/Nc1ccccc1)[n+]2CC.[I-].